This data is from Full USPTO retrosynthesis dataset with 1.9M reactions from patents (1976-2016). The task is: Predict the reactants needed to synthesize the given product. (1) The reactants are: [CH:1]1([C:4]2[CH:5]=[C:6]([C@@H:16]([CH2:20][C@H:21]3[CH2:25][CH2:24][C:23](=[O:26])[CH2:22]3)[C:17](O)=[O:18])[CH:7]=[CH:8][C:9]=2[S:10]([CH:13]2[CH2:15][CH2:14]2)(=[O:12])=[O:11])[CH2:3][CH2:2]1.C(Cl)(=O)C(Cl)=O.[NH2:33][C:34]1[CH:38]=[CH:37][N:36]([C:39]([O:41][C:42]([CH3:45])([CH3:44])[CH3:43])=[O:40])[N:35]=1.Cl. Given the product [CH:1]1([C:4]2[CH:5]=[C:6]([C@@H:16]([CH2:20][C@H:21]3[CH2:25][CH2:24][C:23](=[O:26])[CH2:22]3)[C:17]([NH:33][C:34]3[CH:38]=[CH:37][N:36]([C:39]([O:41][C:42]([CH3:45])([CH3:44])[CH3:43])=[O:40])[N:35]=3)=[O:18])[CH:7]=[CH:8][C:9]=2[S:10]([CH:13]2[CH2:15][CH2:14]2)(=[O:12])=[O:11])[CH2:2][CH2:3]1, predict the reactants needed to synthesize it. (2) Given the product [F:38][C:24]([F:23])([F:37])[C:25]([C:2]1[CH:7]=[CH:6][N:5]2[C:8]([C:11]3[CH:16]=[CH:15][C:14]([F:17])=[CH:13][CH:12]=3)=[N:9][CH:10]=[C:4]2[CH:3]=1)([C:27]1[C:35]2[C:30](=[CH:31][CH:32]=[CH:33][CH:34]=2)[N:29]([CH3:36])[CH:28]=1)[OH:26], predict the reactants needed to synthesize it. The reactants are: Br[C:2]1[CH:7]=[CH:6][N:5]2[C:8]([C:11]3[CH:16]=[CH:15][C:14]([F:17])=[CH:13][CH:12]=3)=[N:9][CH:10]=[C:4]2[CH:3]=1.C([Li])CCC.[F:23][C:24]([F:38])([F:37])[C:25]([C:27]1[C:35]2[C:30](=[CH:31][CH:32]=[CH:33][CH:34]=2)[N:29]([CH3:36])[CH:28]=1)=[O:26]. (3) Given the product [Cl:1][C:2]1[CH:7]=[CH:6][CH:5]=[CH:4][C:3]=1[S:8]([N:11]1[CH2:21][CH2:20][C:14]2([C:18](=[O:19])[N:17]([C:23]3[CH:28]=[CH:27][C:26]([C:29]([F:31])([F:32])[F:30])=[C:25]([Cl:33])[CH:24]=3)[CH2:16][CH2:15]2)[CH2:13][CH2:12]1)(=[O:9])=[O:10], predict the reactants needed to synthesize it. The reactants are: [Cl:1][C:2]1[CH:7]=[CH:6][CH:5]=[CH:4][C:3]=1[S:8]([N:11]1[CH2:21][CH2:20][C:14]2([C:18](=[O:19])[NH:17][CH2:16][CH2:15]2)[CH2:13][CH2:12]1)(=[O:10])=[O:9].Br[C:23]1[CH:28]=[CH:27][C:26]([C:29]([F:32])([F:31])[F:30])=[C:25]([Cl:33])[CH:24]=1.